From a dataset of NCI-60 drug combinations with 297,098 pairs across 59 cell lines. Regression. Given two drug SMILES strings and cell line genomic features, predict the synergy score measuring deviation from expected non-interaction effect. Drug 1: C1=NNC2=C1C(=O)NC=N2. Drug 2: CCN(CC)CCCC(C)NC1=C2C=C(C=CC2=NC3=C1C=CC(=C3)Cl)OC. Cell line: SF-295. Synergy scores: CSS=14.1, Synergy_ZIP=-4.11, Synergy_Bliss=1.90, Synergy_Loewe=-0.573, Synergy_HSA=-0.407.